Dataset: Forward reaction prediction with 1.9M reactions from USPTO patents (1976-2016). Task: Predict the product of the given reaction. Given the reactants [Cl:1][C:2]1[CH:3]=[C:4]([O:29][CH3:30])[C:5]([O:27][CH3:28])=[C:6]([CH:8]([NH:10][C:11]2[CH:16]=[C:15]([N:17]3[CH2:22][CH2:21][NH:20][CH2:19][CH2:18]3)[CH:14]=[CH:13][C:12]=2[S:23]([CH3:26])(=[O:25])=[O:24])[CH3:9])[CH:7]=1.C(=O)=O.CO.Cl, predict the reaction product. The product is: [ClH:1].[Cl:1][C:2]1[CH:3]=[C:4]([O:29][CH3:30])[C:5]([O:27][CH3:28])=[C:6]([CH:8]([NH:10][C:11]2[CH:16]=[C:15]([N:17]3[CH2:22][CH2:21][NH:20][CH2:19][CH2:18]3)[CH:14]=[CH:13][C:12]=2[S:23]([CH3:26])(=[O:24])=[O:25])[CH3:9])[CH:7]=1.